Task: Predict the product of the given reaction.. Dataset: Forward reaction prediction with 1.9M reactions from USPTO patents (1976-2016) (1) Given the reactants [CH2:1]([O:8][C:9](=[O:18])[NH:10][CH2:11][CH2:12][NH:13][C:14]([CH3:17])([CH3:16])[CH3:15])[C:2]1[CH:7]=[CH:6][CH:5]=[CH:4][CH:3]=1.C(N([CH2:24][CH3:25])CC)C.ClCC(Cl)=[O:29].[H-].[Na+], predict the reaction product. The product is: [CH2:1]([O:8][C:9]([N:10]1[CH2:25][CH2:24][N:13]([C:14]([CH3:15])([CH3:17])[CH3:16])[C:12](=[O:29])[CH2:11]1)=[O:18])[C:2]1[CH:7]=[CH:6][CH:5]=[CH:4][CH:3]=1. (2) Given the reactants [F:1][C:2]([F:31])([F:30])[C:3]1[C:4]2[C:8]([CH:9]=[CH:10][CH:11]=1)=[N:7][N:6]1[C:12](=[O:29])[CH:13]=[C:14]([CH:16]3[CH2:21][CH2:20][N:19](C(OC(C)(C)C)=O)[CH2:18][CH2:17]3)[NH:15][C:5]=21.[ClH:32], predict the reaction product. The product is: [ClH:32].[NH:19]1[CH2:20][CH2:21][CH:16]([C:14]2[N:15]3[N:7]=[C:8]4[C:4]([C:3]([C:2]([F:31])([F:30])[F:1])=[CH:11][CH:10]=[CH:9]4)=[C:5]3[NH:6][C:12](=[O:29])[CH:13]=2)[CH2:17][CH2:18]1. (3) Given the reactants [CH3:1][O:2][C:3]1[N:8]=[CH:7][C:6]([NH:9][C:10]2[N:15]=[C:14]([C:16]#[C:17][C:18]3[CH:23]=[CH:22][CH:21]=[CH:20][C:19]=3[CH:24]([CH3:28])[C:25]([NH2:27])=[O:26])[C:13]([C:29]([F:32])([F:31])[F:30])=[CH:12][N:11]=2)=[CH:5][CH:4]=1.CO, predict the reaction product. The product is: [CH3:1][O:2][C:3]1[N:8]=[CH:7][C:6]([NH:9][C:10]2[N:15]=[C:14]([CH2:16][CH2:17][C:18]3[CH:23]=[CH:22][CH:21]=[CH:20][C:19]=3[CH:24]([CH3:28])[C:25]([NH2:27])=[O:26])[C:13]([C:29]([F:31])([F:32])[F:30])=[CH:12][N:11]=2)=[CH:5][CH:4]=1. (4) Given the reactants [NH2:1][C:2]1[C:3](=[O:10])[N:4]([CH3:9])[N:5]=[CH:6][C:7]=1[NH2:8].[N:11]1[CH:16]=[CH:15][C:14]([CH:17]=O)=[CH:13][CH:12]=1, predict the reaction product. The product is: [CH3:9][N:4]1[C:3](=[O:10])[C:2]2[N:1]=[C:17]([C:14]3[CH:15]=[CH:16][N:11]=[CH:12][CH:13]=3)[NH:8][C:7]=2[CH:6]=[N:5]1. (5) Given the reactants [C:1]([O:5][C:6]([N:8]1[CH2:11][C:10](=[CH:12][C:13]2[S:21][C:20]3[C:19]([N:22]4[CH2:27][CH2:26][O:25][CH2:24][CH2:23]4)=[N:18][C:17](Cl)=[N:16][C:15]=3[CH:14]=2)[CH2:9]1)=[O:7])([CH3:4])([CH3:3])[CH3:2].[CH2:29]([C:31]1[NH:32][C:33]2[CH:39]=[CH:38][CH:37]=[CH:36][C:34]=2[N:35]=1)[CH3:30].CC(C1C=C(C(C)C)C(C2C=CC=CC=2P(C2CCCCC2)C2CCCCC2)=C(C(C)C)C=1)C.C([O-])([O-])=O.[Cs+].[Cs+], predict the reaction product. The product is: [C:1]([O:5][C:6]([N:8]1[CH2:11][C:10](=[CH:12][C:13]2[S:21][C:20]3[C:19]([N:22]4[CH2:27][CH2:26][O:25][CH2:24][CH2:23]4)=[N:18][C:17]([N:32]4[C:33]5[CH:39]=[CH:38][CH:37]=[CH:36][C:34]=5[N:35]=[C:31]4[CH2:29][CH3:30])=[N:16][C:15]=3[CH:14]=2)[CH2:9]1)=[O:7])([CH3:4])([CH3:3])[CH3:2]. (6) Given the reactants [S:1]1[CH:5]=[C:4]([C:6]([OH:8])=O)[N:3]=[CH:2]1.CCN(C(C)C)C(C)C.CN(C(ON1N=NC2C=CC=NC1=2)=[N+](C)C)C.F[P-](F)(F)(F)(F)F.[CH3:42][C:43]1([CH3:57])[C:47]([CH3:49])([CH3:48])[O:46][B:45]([C:50]2[CH:56]=[CH:55][C:53]([NH2:54])=[CH:52][CH:51]=2)[O:44]1, predict the reaction product. The product is: [CH3:48][C:47]1([CH3:49])[C:43]([CH3:42])([CH3:57])[O:44][B:45]([C:50]2[CH:56]=[CH:55][C:53]([NH:54][C:6]([C:4]3[N:3]=[CH:2][S:1][CH:5]=3)=[O:8])=[CH:52][CH:51]=2)[O:46]1.